From a dataset of Full USPTO retrosynthesis dataset with 1.9M reactions from patents (1976-2016). Predict the reactants needed to synthesize the given product. (1) Given the product [N+:22]([C:19]1[CH:20]=[CH:21][C:16]([CH2:15][CH2:14][CH2:13][N:1]2[CH:5]=[N:4][CH:3]=[N:2]2)=[CH:17][CH:18]=1)([O-:24])=[O:23], predict the reactants needed to synthesize it. The reactants are: [NH:1]1[CH:5]=[N:4][CH:3]=[N:2]1.C(=O)([O-])[O-].[K+].[K+].Br[CH2:13][CH2:14][CH2:15][C:16]1[CH:21]=[CH:20][C:19]([N+:22]([O-:24])=[O:23])=[CH:18][CH:17]=1.O. (2) Given the product [Cl:18][C:14]1[CH:15]=[CH:16][CH:17]=[C:2]([F:1])[C:3]=1[O:4][C:5]1[CH:13]=[CH:12][C:8]([C:9]([OH:11])=[O:10])=[CH:7][CH:6]=1, predict the reactants needed to synthesize it. The reactants are: [F:1][C:2]1[CH:17]=[CH:16][CH:15]=[CH:14][C:3]=1[O:4][C:5]1[CH:13]=[CH:12][C:8]([C:9]([OH:11])=[O:10])=[CH:7][CH:6]=1.[Cl:18]C1C=CC=C(F)C=1OC1C=CC(C=O)=CC=1. (3) Given the product [C:1]12([CH2:11][O:12][C:13]3[C:21]([CH2:22][CH3:23])=[CH:20][C:16]([C:17]([OH:19])=[O:18])=[C:15]([F:24])[CH:14]=3)[CH2:8][CH:7]3[CH2:6][CH:5]([CH2:4][CH:3]([CH2:9]3)[CH2:2]1)[CH2:10]2, predict the reactants needed to synthesize it. The reactants are: [C:1]12([CH2:11][O:12][C:13]3[C:21]([CH:22]=[CH2:23])=[CH:20][C:16]([C:17]([OH:19])=[O:18])=[C:15]([F:24])[CH:14]=3)[CH2:10][CH:5]3[CH2:6][CH:7]([CH2:9][CH:3]([CH2:4]3)[CH2:2]1)[CH2:8]2.[H][H]. (4) Given the product [Cl:1][C:2]1[CH:11]=[C:10]2[C:5]([C:6]([NH:12][CH2:13][CH:14]=[O:15])=[CH:7][CH:8]=[N:9]2)=[CH:4][CH:3]=1, predict the reactants needed to synthesize it. The reactants are: [Cl:1][C:2]1[CH:11]=[C:10]2[C:5]([C:6]([NH:12][CH2:13][CH:14](OC)[O:15]C)=[CH:7][CH:8]=[N:9]2)=[CH:4][CH:3]=1.FC(F)(F)C(O)=O. (5) Given the product [Br:8][C:4]1[CH:5]=[CH:6][CH:7]=[C:2]([N:12]2[CH2:13][CH2:14][CH:10]([OH:9])[CH2:11]2)[N:3]=1, predict the reactants needed to synthesize it. The reactants are: Br[C:2]1[CH:7]=[CH:6][CH:5]=[C:4]([Br:8])[N:3]=1.[OH:9][CH:10]1[CH2:14][CH2:13][NH:12][CH2:11]1.C1CCN2C(=NCCC2)CC1.